From a dataset of Reaction yield outcomes from USPTO patents with 853,638 reactions. Predict the reaction yield, written as a fraction of the theoretical maximum amount of product (1.0 means a 100% yield; for example, 0.34 means a 34% yield). The reactants are [I:1][C:2]1[CH:3]=[C:4]2[C:8](=[CH:9][CH:10]=1)[NH:7][C:6](=[O:11])[C:5]2=O.[NH:13]([C:15]([C:17]1[CH:22]=[CH:21][C:20]([NH:23][C:24](=[O:30])[CH2:25][CH2:26][CH2:27][CH2:28][CH3:29])=[CH:19][CH:18]=1)=[O:16])[NH2:14]. The catalyst is C(O)(=O)C. The product is [I:1][C:2]1[CH:3]=[C:4]2[C:8](=[CH:9][CH:10]=1)[NH:7][C:6](=[O:11])[C:5]2=[N:14][NH:13][C:15]([C:17]1[CH:22]=[CH:21][C:20]([NH:23][C:24](=[O:30])[CH2:25][CH2:26][CH2:27][CH2:28][CH3:29])=[CH:19][CH:18]=1)=[O:16]. The yield is 0.860.